From a dataset of KCNQ2 potassium channel screen with 302,405 compounds. Binary Classification. Given a drug SMILES string, predict its activity (active/inactive) in a high-throughput screening assay against a specified biological target. The drug is Clc1cc2n(O)n(c3cc(Cl)cc(Cl)c3)c(=O)[nH]c2cc1Cl. The result is 0 (inactive).